Task: Predict the reactants needed to synthesize the given product.. Dataset: Full USPTO retrosynthesis dataset with 1.9M reactions from patents (1976-2016) (1) Given the product [NH3:2].[C:22]([OH:24])(=[O:30])/[CH:25]=[CH:15]/[C:16]([OH:18])=[O:27].[C:19]([OH:24])(=[O:18])/[CH:20]=[CH:31]/[C:32]([OH:33])=[O:27].[CH2:19]([O:18][C:16]1[CH:17]=[C:12]([N:5]2[CH2:6][CH2:7][CH:8]3[N:2]([CH3:1])[CH:3]([CH2:10][CH2:9]3)[CH2:4]2)[CH:13]=[N:14][CH:15]=1)[CH3:20], predict the reactants needed to synthesize it. The reactants are: [CH3:1][N:2]1[CH:8]2[CH2:9][CH2:10][CH:3]1[CH2:4][NH:5][CH2:6][CH2:7]2.Cl[C:12]1[CH:13]=[N:14][CH:15]=[C:16]([O:18][CH2:19][CH3:20])[CH:17]=1.C[C:22]([CH3:25])([O-:24])C.[K+].[OH-:27].[Na+].C[O:30][CH2:31][CH2:32][O:33]C. (2) Given the product [C:1]([C:5]1[CH:6]=[C:7]([CH:11]=[C:12]([C:15]([CH3:18])([CH3:17])[CH3:16])[C:13]=1[OH:14])[C:8]([Cl:21])=[O:9])([CH3:4])([CH3:3])[CH3:2], predict the reactants needed to synthesize it. The reactants are: [C:1]([C:5]1[CH:6]=[C:7]([CH:11]=[C:12]([C:15]([CH3:18])([CH3:17])[CH3:16])[C:13]=1[OH:14])[C:8](O)=[O:9])([CH3:4])([CH3:3])[CH3:2].S(Cl)([Cl:21])=O. (3) The reactants are: [CH3:1][C:2]1[CH:7]=[CH:6][N:5]=[CH:4][C:3]=1[N:8]1[CH2:12][CH2:11][NH:10][C:9]1=[O:13].Br[C:15]1[CH:22]=[CH:21][C:18]([CH:19]=[O:20])=[C:17]([F:23])[CH:16]=1.N[C@@H]1CCCC[C@H]1N.P([O-])([O-])([O-])=O.[K+].[K+].[K+]. Given the product [F:23][C:17]1[CH:16]=[C:15]([N:10]2[CH2:11][CH2:12][N:8]([C:3]3[CH:4]=[N:5][CH:6]=[CH:7][C:2]=3[CH3:1])[C:9]2=[O:13])[CH:22]=[CH:21][C:18]=1[CH:19]=[O:20], predict the reactants needed to synthesize it. (4) Given the product [CH2:19]([O:1][C:2]1[CH:9]=[CH:8][CH:7]=[CH:6][C:3]=1[CH:4]=[O:5])[CH:18]=[CH2:17], predict the reactants needed to synthesize it. The reactants are: [OH:1][C:2]1[CH:9]=[CH:8][CH:7]=[CH:6][C:3]=1[CH:4]=[O:5].C([O-])([O-])=O.[K+].[K+].Br[CH2:17][CH:18]=[CH2:19]. (5) Given the product [CH3:1][CH:2]1[C@H:10]2[N:6]([CH2:7][CH2:8][CH2:9]2)[C:5](=[O:11])[CH:4]=[C:3]1[N:13]1[CH2:17][CH2:16][CH2:15][CH2:14]1, predict the reactants needed to synthesize it. The reactants are: [CH3:1][CH:2]1[C@H:10]2[N:6]([CH2:7][CH2:8][CH2:9]2)[C:5](=[O:11])[CH2:4][C:3]1=O.[NH:13]1[CH2:17][CH2:16][CH2:15][CH2:14]1. (6) Given the product [F:5][C:6]1[CH:11]=[CH:10][C:9]([CH:12]2[N:13]([CH3:25])[C:14]([O:23][CH3:24])=[N:15][C:16]([CH3:22])=[C:17]2[C:18]([O:20][CH3:21])=[O:19])=[CH:8][CH:7]=1, predict the reactants needed to synthesize it. The reactants are: IC.[H-].[Na+].[F:5][C:6]1[CH:11]=[CH:10][C:9]([CH:12]2[C:17]([C:18]([O:20][CH3:21])=[O:19])=[C:16]([CH3:22])[NH:15][C:14]([O:23][CH3:24])=[N:13]2)=[CH:8][CH:7]=1.[CH3:25]COC(C)=O. (7) Given the product [Cl:1][C:2]1[CH:7]=[C:6]([O:8][C:9]2[C:10]3[CH:17]=[C:16]([C:18]4[CH:19]=[CH:20][C:21]([O:24][CH2:25][CH2:26][N:27]([CH2:28][CH3:29])[CH2:30][CH3:31])=[CH:22][CH:23]=4)[NH:15][C:11]=3[N:12]=[CH:13][N:14]=2)[CH:5]=[CH:4][C:3]=1[NH:40][C:41]([NH:43][CH:44]1[CH2:46][CH2:45]1)=[O:42], predict the reactants needed to synthesize it. The reactants are: [Cl:1][C:2]1[CH:7]=[C:6]([O:8][C:9]2[C:10]3[CH:17]=[C:16]([C:18]4[CH:23]=[CH:22][C:21]([O:24][CH2:25][CH2:26][N:27]([CH2:30][CH3:31])[CH2:28][CH3:29])=[CH:20][CH:19]=4)[N:15](COCC[Si](C)(C)C)[C:11]=3[N:12]=[CH:13][N:14]=2)[CH:5]=[CH:4][C:3]=1[NH:40][C:41]([NH:43][CH:44]1[CH2:46][CH2:45]1)=[O:42].[F-].C([N+](CCCC)(CCCC)CCCC)CCC.O. (8) Given the product [CH3:25][C:23]1([CH3:26])[O:22][C@H:21]2[C@H:17]([N:12]3[CH:11]=[N:10][C:9]4[C:13]3=[N:14][CH:15]=[N:16][C:8]=4/[CH:29]=[CH:30]/[C:31]3[CH:36]=[CH:35][CH:34]=[CH:33][CH:32]=3)[O:18][C@H:19]([CH2:27][OH:28])[C@H:20]2[O:24]1, predict the reactants needed to synthesize it. The reactants are: O1CCOCC1.Cl[C:8]1[N:16]=[CH:15][N:14]=[C:13]2[C:9]=1[N:10]=[CH:11][N:12]2[C@H:17]1[C@@H:21]2[O:22][C:23]([CH3:26])([CH3:25])[O:24][C@@H:20]2[C@@H:19]([CH2:27][OH:28])[O:18]1.[CH:29](/B(O)O)=[CH:30]\[C:31]1[CH:36]=[CH:35][CH:34]=[CH:33][CH:32]=1.C(=O)([O-])[O-].[Cs+].[Cs+]. (9) Given the product [C:30]([C:32]1[CH:37]=[CH:36][C:35]([C:2]2[N:7]=[C:6]([NH:8][CH3:9])[N:5]=[C:4]([N:10]3[C@H:15]([C:16]([F:19])([F:18])[F:17])[CH2:14][CH2:13][C@H:12]([C:20]([NH:22][CH2:23][C:24]4[CH:25]=[CH:26][CH:27]=[CH:28][CH:29]=4)=[O:21])[CH2:11]3)[CH:3]=2)=[CH:34][C:33]=1[F:41])#[N:31], predict the reactants needed to synthesize it. The reactants are: Cl[C:2]1[N:7]=[C:6]([NH:8][CH3:9])[N:5]=[C:4]([N:10]2[C@H:15]([C:16]([F:19])([F:18])[F:17])[CH2:14][CH2:13][C@H:12]([C:20]([NH:22][CH2:23][C:24]3[CH:29]=[CH:28][CH:27]=[CH:26][CH:25]=3)=[O:21])[CH2:11]2)[CH:3]=1.[C:30]([C:32]1[CH:37]=[CH:36][C:35](B(O)O)=[CH:34][C:33]=1[F:41])#[N:31].C([O-])(O)=O.[Na+].N#N.